From a dataset of NCI-60 drug combinations with 297,098 pairs across 59 cell lines. Regression. Given two drug SMILES strings and cell line genomic features, predict the synergy score measuring deviation from expected non-interaction effect. Drug 1: CC1=C(C=C(C=C1)NC2=NC=CC(=N2)N(C)C3=CC4=NN(C(=C4C=C3)C)C)S(=O)(=O)N.Cl. Drug 2: CNC(=O)C1=NC=CC(=C1)OC2=CC=C(C=C2)NC(=O)NC3=CC(=C(C=C3)Cl)C(F)(F)F. Cell line: HOP-92. Synergy scores: CSS=13.6, Synergy_ZIP=-9.00, Synergy_Bliss=-8.50, Synergy_Loewe=-14.2, Synergy_HSA=-9.30.